From a dataset of Full USPTO retrosynthesis dataset with 1.9M reactions from patents (1976-2016). Predict the reactants needed to synthesize the given product. Given the product [CH3:23][S:24]([N:1]([C:2]1[CH:3]=[CH:4][C:5]2[N:6]([CH:8]=[C:9]([C:11]([O:13][CH2:14][CH3:15])=[O:12])[N:10]=2)[CH:7]=1)[S:24]([CH3:23])(=[O:26])=[O:25])(=[O:26])=[O:25], predict the reactants needed to synthesize it. The reactants are: [NH2:1][C:2]1[CH:3]=[CH:4][C:5]2[N:6]([CH:8]=[C:9]([C:11]([O:13][CH2:14][CH3:15])=[O:12])[N:10]=2)[CH:7]=1.C(N(CC)CC)C.[CH3:23][S:24](Cl)(=[O:26])=[O:25].